This data is from Catalyst prediction with 721,799 reactions and 888 catalyst types from USPTO. The task is: Predict which catalyst facilitates the given reaction. (1) Reactant: [Cl:1][C:2]1[N:3]([CH2:10][C@:11]2([CH3:14])[CH2:13][O:12]2)[CH:4]=[C:5]([N+:7]([O-:9])=[O:8])[N:6]=1.[CH3:15][NH:16][CH2:17][C:18]1[CH:23]=[CH:22][CH:21]=[CH:20][CH:19]=1.CN(C=O)C. Product: [OH:12][C@@:11]([CH3:14])([CH2:13][N:16]([CH3:15])[CH2:17][C:18]1[CH:23]=[CH:22][CH:21]=[CH:20][CH:19]=1)[CH2:10][N:3]1[CH:4]=[C:5]([N+:7]([O-:9])=[O:8])[N:6]=[C:2]1[Cl:1]. The catalyst class is: 6. (2) Reactant: Br[C:2]1[CH:3]=[C:4]2[N:10]=[CH:9][N:8]([C:11]3[CH:12]=[C:13]([NH:24][C:25](=[O:27])[CH3:26])[CH:14]=[C:15]([C:17]4[CH:22]=[CH:21][C:20]([F:23])=[CH:19][CH:18]=4)[CH:16]=3)[C:5]2=[N:6][CH:7]=1.N#N.[Br-].[S:31]1[CH:35]=[CH:34][N:33]=[C:32]1[Zn+]. Product: [F:23][C:20]1[CH:21]=[CH:22][C:17]([C:15]2[CH:16]=[C:11]([N:8]3[C:5]4=[N:6][CH:7]=[C:2]([C:32]5[S:31][CH:35]=[CH:34][N:33]=5)[CH:3]=[C:4]4[N:10]=[CH:9]3)[CH:12]=[C:13]([NH:24][C:25](=[O:27])[CH3:26])[CH:14]=2)=[CH:18][CH:19]=1. The catalyst class is: 450.